Predict which catalyst facilitates the given reaction. From a dataset of Catalyst prediction with 721,799 reactions and 888 catalyst types from USPTO. (1) Reactant: [CH2:1]([O:3][C:4]([C:6]1([C:19]2[CH:24]=[CH:23][CH:22]=[CH:21][C:20]=2[C:25]#[C:26][Si](CC)(CC)CC)[CH2:11][CH2:10][N:9]([CH2:12][C:13]2[CH:18]=[CH:17][CH:16]=[CH:15][CH:14]=2)[CH2:8][CH2:7]1)=[O:5])[CH3:2].CC(C)([O-])C.[K+]. Product: [CH2:12]([N:9]1[CH2:8][CH2:7][C:6]([C:19]2[CH:24]=[CH:23][CH:22]=[CH:21][C:20]=2[C:25]#[CH:26])([C:4]([O:3][CH2:1][CH3:2])=[O:5])[CH2:11][CH2:10]1)[C:13]1[CH:14]=[CH:15][CH:16]=[CH:17][CH:18]=1. The catalyst class is: 5. (2) Reactant: [CH3:1][C:2]1[N:3]=[C:4]([S:7]([NH:10][C:11]2[CH:19]=[C:18]3[C:14]([CH2:15][CH2:16][CH2:17]3)=[CH:13][C:12]=2[O:20][CH2:21][C:22]2[CH:31]=[CH:30][C:25]([C:26]([O:28][CH3:29])=[O:27])=[CH:24][CH:23]=2)(=[O:9])=[O:8])[S:5][CH:6]=1.[F:32][CH:33]([CH3:36])[CH2:34]O.C1(P(C2C=CC=CC=2)C2C=CC=CC=2)C=CC=CC=1.N(C(OCC)=O)=NC(OCC)=O. Product: [F:32][CH:33]([CH3:36])[CH2:34][N:10]([S:7]([C:4]1[S:5][CH:6]=[C:2]([CH3:1])[N:3]=1)(=[O:8])=[O:9])[C:11]1[CH:19]=[C:18]2[C:14]([CH2:15][CH2:16][CH2:17]2)=[CH:13][C:12]=1[O:20][CH2:21][C:22]1[CH:23]=[CH:24][C:25]([C:26]([O:28][CH3:29])=[O:27])=[CH:30][CH:31]=1. The catalyst class is: 1. (3) Reactant: [CH3:1][C:2]1([CH3:19])[C@H:7]2[N:8](C(C3C=CC=CC=3)C)[CH2:9][C@H:4]([O:5][C:6]2=[O:18])[CH2:3]1.[H][H]. Product: [CH3:1][C:2]1([CH3:19])[C@H:7]2[NH:8][CH2:9][C@H:4]([O:5][C:6]2=[O:18])[CH2:3]1. The catalyst class is: 43. (4) Reactant: [CH3:1][C:2]1[CH:3]=[C:4]([CH:20]=[CH:21][C:22]=1[S:23][CH3:24])[O:5][C:6]1[CH:15]=[CH:14][C:13]([S:16](=[O:19])(=[O:18])[NH2:17])=[CH:12][C:7]=1[C:8](OC)=[O:9].[H-].[H-].[H-].[H-].[Li+].[Al+3]. Product: [OH:9][CH2:8][C:7]1[CH:12]=[C:13]([S:16]([NH2:17])(=[O:19])=[O:18])[CH:14]=[CH:15][C:6]=1[O:5][C:4]1[CH:20]=[CH:21][C:22]([S:23][CH3:24])=[C:2]([CH3:1])[CH:3]=1. The catalyst class is: 1. (5) Reactant: [OH:1][C:2]1[CH:3]=[CH:4][C:5]([N+:10]([O-:12])=[O:11])=[C:6]([CH:9]=1)[CH:7]=[O:8].Cl.[O:14]1[CH2:19][CH2:18][N:17]([CH2:20][CH2:21][Cl:22])[CH2:16][CH2:15]1.C(=O)([O-])[O-].[K+].[K+]. Product: [ClH:22].[O:14]1[CH2:19][CH2:18][N:17]([CH2:20][CH2:21][O:1][C:2]2[CH:3]=[CH:4][C:5]([N+:10]([O-:12])=[O:11])=[C:6]([CH:9]=2)[CH:7]=[O:8])[CH2:16][CH2:15]1. The catalyst class is: 3. (6) Product: [CH3:1][C:2]([CH3:21])([CH3:20])[C:3]([NH:5][C@@H:6]1[CH2:15][C:14]2[CH:13]=[C:12]([C:16]([OH:18])=[O:17])[CH:11]=[CH:10][C:9]=2[CH2:8][CH2:7]1)=[O:4]. The catalyst class is: 90. Reactant: [CH3:1][C:2]([CH3:21])([CH3:20])[C:3]([NH:5][C@@H:6]1[CH2:15][C:14]2[CH:13]=[C:12]([C:16]([O:18]C)=[O:17])[CH:11]=[CH:10][C:9]=2[CH2:8][CH2:7]1)=[O:4].[OH-].[Li+]. (7) Reactant: [CH2:1]([NH:3][C:4]1[C:9]([N+:10]([O-])=O)=[CH:8][N:7]=[C:6]([NH:13][C:14]2[CH:19]=[CH:18][N:17]=[CH:16][CH:15]=2)[N:5]=1)[CH3:2]. Product: [NH2:10][C:9]1[C:4]([NH:3][CH2:1][CH3:2])=[N:5][C:6]([NH:13][C:14]2[CH:15]=[CH:16][N:17]=[CH:18][CH:19]=2)=[N:7][CH:8]=1. The catalyst class is: 45.